Predict which catalyst facilitates the given reaction. From a dataset of Catalyst prediction with 721,799 reactions and 888 catalyst types from USPTO. (1) Reactant: C(=O)([O-])[O-].[Na+].[Na+].[Br:7][C:8]1[N:9]=[C:10]([C:29]#[C:30][Si](C)(C)C)[C:11]([N:14]([C:22]([O:24][C:25]([CH3:28])([CH3:27])[CH3:26])=[O:23])[C:15](=[O:21])[O:16][C:17]([CH3:20])([CH3:19])[CH3:18])=[N:12][CH:13]=1. Product: [Br:7][C:8]1[N:9]=[C:10]([C:29]#[CH:30])[C:11]([N:14]([C:22]([O:24][C:25]([CH3:28])([CH3:27])[CH3:26])=[O:23])[C:15](=[O:21])[O:16][C:17]([CH3:19])([CH3:20])[CH3:18])=[N:12][CH:13]=1. The catalyst class is: 173. (2) Reactant: [CH2:1]([Li])CCC.[Br:6][C:7]1[CH:8]=[C:9]2[C:16](=[CH:17][CH:18]=1)[O:15][C:14]([CH3:20])([CH3:19])[C:11]1([CH2:13][CH2:12]1)[C:10]2=O. Product: [Br:6][C:7]1[CH:8]=[C:9]2[C:16](=[CH:17][CH:18]=1)[O:15][C:14]([CH3:20])([CH3:19])[C:11]1([CH2:13][CH2:12]1)[C:10]2=[CH2:1]. The catalyst class is: 597. (3) Reactant: [CH3:1][N:2]([CH3:14])[C:3]1[CH:4]=[C:5]2[C:10](=[CH:11][CH:12]=1)[C:9](=[O:13])[NH:8][CH:7]=[CH:6]2.C(=O)([O-])[O-].[K+].[K+].[Br:21][C:22]1[CH:27]=[CH:26][CH:25]=[C:24](Br)[CH:23]=1. Product: [Br:21][C:22]1[CH:23]=[C:24]([N:8]2[CH:7]=[CH:6][C:5]3[C:10](=[CH:11][CH:12]=[C:3]([N:2]([CH3:14])[CH3:1])[CH:4]=3)[C:9]2=[O:13])[CH:25]=[CH:26][CH:27]=1. The catalyst class is: 16. (4) Reactant: [CH3:1][CH:2]([N:4]1[C:12](/[CH:13]=[CH:14]/[C@H:15]([OH:24])[CH2:16][C@H:17]([OH:23])[CH2:18][C:19]([O:21]C)=[O:20])=[C:11]([C:25]2[CH:30]=[CH:29][C:28]([F:31])=[CH:27][CH:26]=2)[C:10]2[C:5]1=[CH:6][CH:7]=[CH:8][CH:9]=2)[CH3:3].[OH-].[Na+:33].CC(OC)(C)C. Product: [CH3:3][CH:2]([N:4]1[C:12](/[CH:13]=[CH:14]/[CH:15]([OH:24])[CH2:16][CH:17]([OH:23])[CH2:18][C:19]([O-:21])=[O:20])=[C:11]([C:25]2[CH:26]=[CH:27][C:28]([F:31])=[CH:29][CH:30]=2)[C:10]2[CH:9]=[CH:8][CH:7]=[CH:6][C:5]1=2)[CH3:1].[Na+:33]. The catalyst class is: 8. (5) Reactant: [Cl:1][C:2]1[CH:26]=[CH:25][C:5](/[CH:6]=[C:7]2/[C:8](=[O:24])[C:9]3[C:14]([CH2:15]/2)=[CH:13][C:12]([N:16]2[CH2:21][CH2:20][O:19][CH2:18][CH2:17]2)=[C:11]([O:22][CH3:23])[CH:10]=3)=[C:4]([F:27])[CH:3]=1. The catalyst class is: 19. Product: [Cl:1][C:2]1[CH:26]=[CH:25][C:5]([CH2:6][CH:7]2[CH2:15][C:14]3[C:9](=[CH:10][C:11]([O:22][CH3:23])=[C:12]([N:16]4[CH2:21][CH2:20][O:19][CH2:18][CH2:17]4)[CH:13]=3)[C:8]2=[O:24])=[C:4]([F:27])[CH:3]=1.